This data is from Forward reaction prediction with 1.9M reactions from USPTO patents (1976-2016). The task is: Predict the product of the given reaction. (1) Given the reactants [CH2:1]([N:3]([CH2:13][CH3:14])[C:4]1[N:9]=[C:8]([CH:10]=O)[CH:7]=[C:6]([CH3:12])[CH:5]=1)[CH3:2].Cl.NO.[N:18]1C=CC=CC=1.FC(F)(F)S(OS(C(F)(F)F)(=O)=O)(=O)=O, predict the reaction product. The product is: [CH2:1]([N:3]([CH2:13][CH3:14])[C:4]1[N:9]=[C:8]([C:10]#[N:18])[CH:7]=[C:6]([CH3:12])[CH:5]=1)[CH3:2]. (2) The product is: [Cl:1][C:2]1[CH:7]=[CH:15][CH:14]=[C:13]([C:17](=[O:16])[CH3:10])[N:3]=1. Given the reactants [Cl:1][C:2]1[CH:7]=CC=C(C#N)[N:3]=1.[CH3:10][Mg]I.[CH2:13]1[CH2:17][O:16][CH2:15][CH2:14]1, predict the reaction product. (3) Given the reactants [OH:1][C:2]1[CH:7]=[CH:6][C:5]([CH2:8][C:9]([OH:11])=[O:10])=[CH:4][C:3]=1[O:12][C:13]1[CH:18]=[CH:17][C:16]([C:19]([F:22])([F:21])[F:20])=[CH:15][C:14]=1[CH2:23][N:24]1[C@H:28]([CH3:29])[C@H:27]([C:30]2[CH:35]=[CH:34][CH:33]=[CH:32][CH:31]=2)[O:26][C:25]1=[O:36].Cl.[CH3:38]O, predict the reaction product. The product is: [CH3:38][O:10][C:9](=[O:11])[CH2:8][C:5]1[CH:6]=[CH:7][C:2]([OH:1])=[C:3]([O:12][C:13]2[CH:18]=[CH:17][C:16]([C:19]([F:20])([F:21])[F:22])=[CH:15][C:14]=2[CH2:23][N:24]2[C@H:28]([CH3:29])[C@H:27]([C:30]3[CH:35]=[CH:34][CH:33]=[CH:32][CH:31]=3)[O:26][C:25]2=[O:36])[CH:4]=1. (4) Given the reactants [Br:1][C:2]1[S:3][C:4](NC(=O)OC(C)(C)C)=[C:5]([C:7](=[O:31])[NH:8][C:9]2[CH:10]=[N:11][N:12]([CH3:30])[C:13]=2[C:14]23[O:21][CH:18]([CH2:19]C2)[CH:17]([NH:22][C:23]([O:25][C:26]([CH3:29])([CH3:28])[CH3:27])=[O:24])[CH2:16][CH2:15]3)[N:6]=1.[F:40][C@H]1[C@H](NC(=O)OC(C)(C)C)CC[C@@H](C2N(C)N=CC=2[N+]([O-])=O)OC1.BrC1SC=C(C(O)=O)N=1, predict the reaction product. The product is: [Br:1][C:2]1[S:3][CH:4]=[C:5]([C:7]([NH:8][C:9]2[CH:10]=[N:11][N:12]([CH3:30])[C:13]=2[C@H:14]2[O:21][CH2:19][C@@H:18]([F:40])[C@H:17]([NH:22][C:23](=[O:24])[O:25][C:26]([CH3:29])([CH3:28])[CH3:27])[CH2:16][CH2:15]2)=[O:31])[N:6]=1. (5) Given the reactants [CH2:1]1[C:7]2[CH:8]=[CH:9][CH:10]=[CH:11][C:6]=2[CH2:5][CH2:4][N:3]([CH:12]=[O:13])[CH2:2]1.[C:14](Cl)(=[O:16])[CH3:15].[Cl-].[Al+3].[Cl-].[Cl-], predict the reaction product. The product is: [C:14]([C:10]1[CH:9]=[CH:8][C:7]2[CH2:1][CH2:2][N:3]([CH:12]=[O:13])[CH2:4][CH2:5][C:6]=2[CH:11]=1)(=[O:16])[CH3:15]. (6) Given the reactants [CH3:1][O:2][C@@H:3]([C@@H:12]([N:17]([CH3:25])[C:18](=[O:24])[C@H:19]([CH:21]([CH3:23])[CH3:22])[NH2:20])[C@@H:13]([CH3:16])[CH2:14][CH3:15])[CH2:4][C:5]([O:7][C:8]([CH3:11])([CH3:10])[CH3:9])=[O:6].[CH3:26][N:27]1[CH2:34][CH2:33][CH2:32][C@@:28]1([CH3:35])[C:29](O)=[O:30].CN(C(ON1N=NC2C=CC=NC1=2)=[N+](C)C)C.F[P-](F)(F)(F)(F)F.C(N(C(C)C)CC)(C)C, predict the reaction product. The product is: [CH3:26][N:27]1[CH2:34][CH2:33][CH2:32][C@@:28]1([CH3:35])[C:29]([NH:20][C@H:19]([C:18]([N:17]([C@@H:12]([C@@H:13]([CH3:16])[CH2:14][CH3:15])[C@H:3]([O:2][CH3:1])[CH2:4][C:5]([O:7][C:8]([CH3:11])([CH3:9])[CH3:10])=[O:6])[CH3:25])=[O:24])[CH:21]([CH3:23])[CH3:22])=[O:30]. (7) Given the reactants P(Cl)(Cl)(Cl)=O.[CH3:6][O:7][CH2:8][C@H:9]([NH:20][C:21](=[O:35])[C@@H:22]([NH:26][CH2:27][C:28]1[O:29][C:30](=[O:34])[O:31][C:32]=1[CH3:33])[CH2:23][O:24][CH3:25])[C:10]([O:12][CH2:13][C:14]1[CH:19]=[CH:18][CH:17]=[CH:16][CH:15]=1)=[O:11].[CH3:36][C:37]1[S:38][C:39]([C:42](O)=[O:43])=[CH:40][N:41]=1.N1C=CC=CC=1, predict the reaction product. The product is: [CH3:6][O:7][CH2:8][C@H:9]([NH:20][C:21](=[O:35])[C@@H:22]([N:26]([CH2:27][C:28]1[O:29][C:30](=[O:34])[O:31][C:32]=1[CH3:33])[C:42]([C:39]1[S:38][C:37]([CH3:36])=[N:41][CH:40]=1)=[O:43])[CH2:23][O:24][CH3:25])[C:10]([O:12][CH2:13][C:14]1[CH:15]=[CH:16][CH:17]=[CH:18][CH:19]=1)=[O:11].